This data is from Catalyst prediction with 721,799 reactions and 888 catalyst types from USPTO. The task is: Predict which catalyst facilitates the given reaction. (1) Reactant: [C:1]([C:3]1[C:4]([C@@H:21]2[CH2:23][C@H:22]2[C:24](O)=[O:25])=[C:5]2[C:19]([CH3:20])=[N:18][NH:17][C:6]2=[N:7][C:8]=1[C:9]1[CH:14]=[CH:13][C:12]([OH:15])=[CH:11][C:10]=1[F:16])#[N:2].[NH2:27][CH:28]1[CH2:33][CH2:32][N:31]([C:34]([O:36][C:37]([CH3:40])([CH3:39])[CH3:38])=[O:35])[CH2:30][CH2:29]1.Cl.C(N)CCN.N1(O)C2C=CC=CC=2N=N1. Product: [C:1]([C:3]1[C:4]([C@@H:21]2[CH2:23][C@H:22]2[C:24]([NH:27][CH:28]2[CH2:29][CH2:30][N:31]([C:34]([O:36][C:37]([CH3:40])([CH3:39])[CH3:38])=[O:35])[CH2:32][CH2:33]2)=[O:25])=[C:5]2[C:19]([CH3:20])=[N:18][NH:17][C:6]2=[N:7][C:8]=1[C:9]1[CH:14]=[CH:13][C:12]([OH:15])=[CH:11][C:10]=1[F:16])#[N:2]. The catalyst class is: 546. (2) Reactant: C1([C@@H](N[C:10](=[O:39])[CH2:11][C@H:12]([OH:38])[CH2:13][C@H:14]([OH:37])/[CH:15]=[CH:16]/[C:17]2[C:18]([CH:34]3[CH2:36][CH2:35]3)=[N:19][C:20]3[C:25]([C:26]=2[C:27]2[CH:32]=[CH:31][C:30]([F:33])=[CH:29][CH:28]=2)=[CH:24][CH:23]=[CH:22][CH:21]=3)C)C=CC=CC=1.[OH2:40].[OH-].[Na+].Cl. Product: [CH:34]1([C:18]2[C:17](/[CH:16]=[CH:15]/[C@@H:14]([OH:37])[CH2:13][C@@H:12]([OH:38])[CH2:11][C:10]([OH:39])=[O:40])=[C:26]([C:27]3[CH:32]=[CH:31][C:30]([F:33])=[CH:29][CH:28]=3)[C:25]3[C:20](=[CH:21][CH:22]=[CH:23][CH:24]=3)[N:19]=2)[CH2:36][CH2:35]1. The catalyst class is: 8. (3) Reactant: O[Li].O.C[O:5][C:6]([C:8]1[N:9]=[CH:10][N:11]([C:13]2[CH:18]=[CH:17][CH:16]=[CH:15][CH:14]=2)[CH:12]=1)=[O:7].CO.O. Product: [C:13]1([N:11]2[CH:12]=[C:8]([C:6]([OH:7])=[O:5])[N:9]=[CH:10]2)[CH:14]=[CH:15][CH:16]=[CH:17][CH:18]=1. The catalyst class is: 1. (4) Reactant: [C:1]([O:5][C:6]([N:8]1[C:16]2[C:11](=[C:12]([CH3:18])[C:13]([OH:17])=[CH:14][CH:15]=2)[CH2:10][CH2:9]1)=[O:7])([CH3:4])([CH3:3])[CH3:2].C(=O)([O-])[O-].[K+].[K+].Cl[CH2:26][C:27]1[CH:32]=[CH:31][C:30]([CH:33]2[CH2:35][CH2:34]2)=[C:29]([C:36]([F:39])([F:38])[F:37])[CH:28]=1. Product: [C:1]([O:5][C:6]([N:8]1[C:16]2[C:11](=[C:12]([CH3:18])[C:13]([O:17][CH2:26][C:27]3[CH:32]=[CH:31][C:30]([CH:33]4[CH2:34][CH2:35]4)=[C:29]([C:36]([F:37])([F:38])[F:39])[CH:28]=3)=[CH:14][CH:15]=2)[CH2:10][CH2:9]1)=[O:7])([CH3:4])([CH3:3])[CH3:2]. The catalyst class is: 4. (5) Reactant: [Cl:1][C:2]1[CH:7]=[CH:6][C:5]([C:8]2[C:12]3[CH2:13][N:14]([C:17](=[O:21])[C:18]([NH2:20])=[O:19])[CH2:15][CH2:16][C:11]=3[N:10]([CH2:22][CH2:23][CH2:24][N:25]3[CH2:30][CH2:29][O:28][CH2:27][CH2:26]3)[N:9]=2)=[CH:4][C:3]=1I.C[Si]([C:36]#[CH:37])(C)C.[CH3:38]CN(CC)CC.[CH2:45]([NH:52][CH2:53][C:54]1[CH:59]=[C:58](I)[CH:57]=[CH:56][C:55]=1[Cl:61])[C:46]1[CH:51]=[CH:50][CH:49]=[CH:48][CH:47]=1.C1CCN2C(=NCCC2)CC1. Product: [Cl:1][C:2]1[CH:7]=[CH:6][C:5]([C:8]2[C:12]3[CH2:13][N:14]([C:17](=[O:21])[C:18]([NH2:20])=[O:19])[CH2:15][CH2:16][C:11]=3[N:10]([CH2:22][CH2:23][CH2:24][N:25]3[CH2:30][CH2:29][O:28][CH2:27][C@@H:26]3[CH3:38])[N:9]=2)=[CH:4][C:3]=1[C:36]#[C:37][C:58]1[CH:57]=[CH:56][C:55]([Cl:61])=[C:54]([CH2:53][NH:52][CH2:45][C:46]2[CH:51]=[CH:50][CH:49]=[CH:48][CH:47]=2)[CH:59]=1. The catalyst class is: 122. (6) Reactant: Br[C:2]1[CH:3]=[C:4]([N:8]2[C:12]([NH2:13])=[CH:11][C:10]([C:14]([CH3:17])([CH3:16])[CH3:15])=[N:9]2)[CH:5]=[CH:6][CH:7]=1.C1C=CC(P(C2C=CC=CC=2)C2C=CC=CC=2)=CC=1.C([O-])([O-])=O.[K+].[K+].C([O:45][C:46](=[O:50])[C:47]([CH3:49])=[CH2:48])C. Product: [NH2:13][C:12]1[N:8]([C:4]2[CH:3]=[C:2](/[CH:48]=[C:47](\[CH3:49])/[C:46]([OH:50])=[O:45])[CH:7]=[CH:6][CH:5]=2)[N:9]=[C:10]([C:14]([CH3:17])([CH3:16])[CH3:15])[CH:11]=1. The catalyst class is: 416. (7) Reactant: [H-].[Al+3].[Li+].[H-].[H-].[H-].[N:7]1[C:12]2[NH:13][C:14]3[C:19]([C:11]=2[CH:10]=[CH:9][CH:8]=1)=[CH:18][C:17]([NH:20][CH:21]=O)=[CH:16][CH:15]=3.C1COCC1.[OH-].[Na+]. Product: [CH3:21][NH:20][C:17]1[CH:18]=[C:19]2[C:14](=[CH:15][CH:16]=1)[NH:13][C:12]1[N:7]=[CH:8][CH:9]=[CH:10][C:11]2=1. The catalyst class is: 316.